This data is from Forward reaction prediction with 1.9M reactions from USPTO patents (1976-2016). The task is: Predict the product of the given reaction. (1) Given the reactants Br[C:2]1[N:3]=[C:4]2[C:10]([C:11]([NH:13][C:14]([CH3:17])([CH3:16])[CH3:15])=[O:12])=[CH:9][N:8]([CH2:18][O:19][CH2:20][CH2:21][Si:22]([CH3:25])([CH3:24])[CH3:23])[C:5]2=[N:6][CH:7]=1.Cl.[CH3:27][C:28]1[CH:32]=[C:31]([NH2:33])[S:30][N:29]=1.C1C=CC(P(C2C(C3C(P(C4C=CC=CC=4)C4C=CC=CC=4)=CC=C4C=3C=CC=C4)=C3C(C=CC=C3)=CC=2)C2C=CC=CC=2)=CC=1, predict the reaction product. The product is: [C:14]([NH:13][C:11]([C:10]1[C:4]2[C:5](=[N:6][CH:7]=[C:2]([NH:33][C:31]3[S:30][N:29]=[C:28]([CH3:27])[CH:32]=3)[N:3]=2)[N:8]([CH2:18][O:19][CH2:20][CH2:21][Si:22]([CH3:25])([CH3:24])[CH3:23])[CH:9]=1)=[O:12])([CH3:17])([CH3:16])[CH3:15]. (2) Given the reactants Cl.[NH2:2][C@H:3]1[CH2:8][CH2:7][C@H:6]([O:9][C:10]2[CH:11]=[C:12]([C:16]3[CH:17]=[C:18]4[C:23](=[CH:24][CH:25]=3)[N:22]([CH3:26])[C:21](=[O:27])[CH2:20][CH2:19]4)[CH:13]=[N:14][CH:15]=2)[CH2:5][CH2:4]1.[CH3:28][S:29](Cl)(=[O:31])=[O:30], predict the reaction product. The product is: [CH3:26][N:22]1[C:23]2[C:18](=[CH:17][C:16]([C:12]3[CH:11]=[C:10]([O:9][C@H:6]4[CH2:5][CH2:4][C@H:3]([NH:2][S:29]([CH3:28])(=[O:31])=[O:30])[CH2:8][CH2:7]4)[CH:15]=[N:14][CH:13]=3)=[CH:25][CH:24]=2)[CH2:19][CH2:20][C:21]1=[O:27]. (3) Given the reactants C([O:5][C:6]([C:8]1[CH:13]=[CH:12][C:11]([C:14]2[CH:23]=[C:22]3[C:17]([C:18]([OH:30])=[C:19]([C:26]([O:28]C)=O)[C:20](=[O:25])[N:21]3[CH3:24])=[CH:16][CH:15]=2)=[CH:10][CH:9]=1)=[O:7])(C)(C)C.BrC1C=C2C([C:36](O)=[C:37]([C:44]([O:46]C)=[O:45])C(=O)N2C)=CC=1.C(OC(C1C=CC(B(O)O)=CC=1)=O)(C)(C)C.[F-].[Cs+], predict the reaction product. The product is: [C:44]([CH2:37][CH2:36][C:26]([C:19]1[C:20](=[O:25])[N:21]([CH3:24])[C:22]2[C:17]([C:18]=1[OH:30])=[CH:16][CH:15]=[C:14]([C:11]1[CH:12]=[CH:13][C:8]([C:6]([OH:5])=[O:7])=[CH:9][CH:10]=1)[CH:23]=2)=[O:28])([OH:46])=[O:45]. (4) The product is: [CH3:1][O:2][C:3]1[CH:11]=[C:10]2[C:6](=[CH:5][CH:4]=1)[CH:7]([C:20]1[CH:21]=[CH:22][C:23]([O:24][CH2:25][C@@H:26]([N:28]3[CH2:32][CH2:31][C@@H:30]([CH3:33])[CH2:29]3)[CH3:27])=[CH:34][CH:35]=1)[CH:8]([C:12]1[CH:17]=[CH:16][C:15]([O:18][CH3:19])=[CH:14][CH:13]=1)[CH2:9]2. Given the reactants [CH3:1][O:2][C:3]1[CH:11]=[C:10]2[C:6]([C:7]([C:20]3[CH:35]=[CH:34][C:23]([O:24][CH2:25][C@@H:26]([N:28]4[CH2:32][CH2:31][C@@H:30]([CH3:33])[CH2:29]4)[CH3:27])=[CH:22][CH:21]=3)=[C:8]([C:12]3[CH:17]=[CH:16][C:15]([O:18][CH3:19])=[CH:14][CH:13]=3)[CH2:9]2)=[CH:5][CH:4]=1.C(OCC)(=O)C, predict the reaction product. (5) Given the reactants CCCCCC.C([Li])CCC.[CH2:12]([O:19][C:20]1[CH:25]=[CH:24][C:23]([CH3:26])=[CH:22][C:21]=1Br)[C:13]1[CH:18]=[CH:17][CH:16]=[CH:15][CH:14]=1.[CH2:28]([O:35][C@@H:36]1[C@@H:42]([O:43][CH2:44][C:45]2[CH:50]=[CH:49][CH:48]=[CH:47][CH:46]=2)[C@H:41]([O:51][CH2:52][C:53]2[CH:58]=[CH:57][CH:56]=[CH:55][CH:54]=2)[C@@H:40]([CH2:59][O:60][CH2:61][C:62]2[CH:67]=[CH:66][CH:65]=[CH:64][CH:63]=2)[O:39][C:37]1=[O:38])[C:29]1[CH:34]=[CH:33][CH:32]=[CH:31][CH:30]=1.Cl.S([O-])([O-])(=O)=O.[Mg+2], predict the reaction product. The product is: [CH2:28]([O:35][C@@H:36]1[C@@H:42]([O:43][CH2:44][C:45]2[CH:50]=[CH:49][CH:48]=[CH:47][CH:46]=2)[C@H:41]([O:51][CH2:52][C:53]2[CH:54]=[CH:55][CH:56]=[CH:57][CH:58]=2)[C@@H:40]([CH2:59][O:60][CH2:61][C:62]2[CH:63]=[CH:64][CH:65]=[CH:66][CH:67]=2)[O:39][C:37]1([C:21]1[CH:22]=[C:23]([CH3:26])[CH:24]=[CH:25][C:20]=1[O:19][CH2:12][C:13]1[CH:18]=[CH:17][CH:16]=[CH:15][CH:14]=1)[OH:38])[C:29]1[CH:30]=[CH:31][CH:32]=[CH:33][CH:34]=1. (6) Given the reactants C[O:2][C:3](=[O:12])[CH2:4][CH2:5][N:6]1[CH:10]=[C:9](I)[CH:8]=[N:7]1.[S:13]1[C:17]2[CH:18]=[CH:19][CH:20]=[CH:21][C:16]=2[N:15]=[C:14]1[C:22]1[C:23]([NH2:37])=[N:24][CH:25]=[C:26](B2OC(C)(C)C(C)(C)O2)[CH:27]=1.[F-].[K+], predict the reaction product. The product is: [NH2:37][C:23]1[N:24]=[CH:25][C:26]([C:9]2[CH:8]=[N:7][N:6]([CH2:5][CH2:4][C:3]([OH:2])=[O:12])[CH:10]=2)=[CH:27][C:22]=1[C:14]1[S:13][C:17]2[CH:18]=[CH:19][CH:20]=[CH:21][C:16]=2[N:15]=1.